From a dataset of Catalyst prediction with 721,799 reactions and 888 catalyst types from USPTO. Predict which catalyst facilitates the given reaction. (1) Reactant: [C:1](Cl)(=[O:6])[C:2]([CH3:5])([CH3:4])[CH3:3].[Br:8][C:9]1[CH:14]=[CH:13][C:12]([NH:15][C:16]([C:18]2[C:37]([O:38][CH2:39][CH:40]([F:42])[F:41])=[CH:36][C:21]3[N:22]([CH3:35])[C:23]([NH:25][C:26]4[CH:31]=[C:30]([CH2:32][NH2:33])[CH:29]=[CH:28][C:27]=4[Cl:34])=[N:24][C:20]=3[CH:19]=2)=[O:17])=[CH:11][CH:10]=1.O. Product: [Br:8][C:9]1[CH:14]=[CH:13][C:12]([NH:15][C:16]([C:18]2[C:37]([O:38][CH2:39][CH:40]([F:42])[F:41])=[CH:36][C:21]3[N:22]([CH3:35])[C:23]([NH:25][C:26]4[CH:31]=[C:30]([CH2:32][NH:33][C:1]([C:2]([CH3:5])([CH3:4])[CH3:3])=[O:6])[CH:29]=[CH:28][C:27]=4[Cl:34])=[N:24][C:20]=3[CH:19]=2)=[O:17])=[CH:11][CH:10]=1. The catalyst class is: 2. (2) Reactant: [OH:1][C:2]1[CH:3]=[C:4]([CH2:8][NH:9][C:10](=[O:18])[C:11]2[CH:16]=[CH:15][CH:14]=[N:13][C:12]=2[NH2:17])[CH:5]=[CH:6][CH:7]=1.[CH3:19][C:20]1[CH:21]=[C:22]([CH2:26]Cl)[CH:23]=[CH:24][CH:25]=1.C(=O)([O-])[O-].[Cs+].[Cs+].CN(C=O)C. Product: [CH3:19][C:20]1[CH:21]=[C:22]([CH:23]=[CH:24][CH:25]=1)[CH2:26][O:1][C:2]1[CH:3]=[C:4]([CH2:8][NH:9][C:10](=[O:18])[C:11]2[CH:16]=[CH:15][CH:14]=[N:13][C:12]=2[NH2:17])[CH:5]=[CH:6][CH:7]=1. The catalyst class is: 6. (3) Reactant: [Cl:1][C:2]1[CH:3]=[N:4][N:5]([CH3:18])[C:6]=1[C:7]1[CH:8]=[C:9]([C:15]([OH:17])=O)[S:10][C:11]=1[CH2:12][CH2:13][CH3:14].[NH2:19][C@@H:20]([CH2:33][C:34]1[CH:39]=[CH:38][CH:37]=[CH:36][C:35]=1[C:40]([F:43])([F:42])[F:41])[CH2:21][N:22]1[C:30](=[O:31])[C:29]2[C:24](=[CH:25][CH:26]=[CH:27][CH:28]=2)[C:23]1=[O:32].C(N(C(C)C)CC)(C)C.F[P-](F)(F)(F)(F)F.Br[P+](N1CCCC1)(N1CCCC1)N1CCCC1. Product: [Cl:1][C:2]1[CH:3]=[N:4][N:5]([CH3:18])[C:6]=1[C:7]1[CH:8]=[C:9]([C:15]([NH:19][C@@H:20]([CH2:33][C:34]2[CH:39]=[CH:38][CH:37]=[CH:36][C:35]=2[C:40]([F:43])([F:41])[F:42])[CH2:21][N:22]2[C:30](=[O:31])[C:29]3[C:24](=[CH:25][CH:26]=[CH:27][CH:28]=3)[C:23]2=[O:32])=[O:17])[S:10][C:11]=1[CH2:12][CH2:13][CH3:14]. The catalyst class is: 2. (4) Reactant: CS[C:3]1[NH:8][C:7](=[O:9])[CH:6]=[CH:5][N:4]=1.[CH3:10][N:11]1[CH:15]=[C:14]([NH2:16])[CH:13]=[N:12]1. Product: [CH3:10][N:11]1[CH:15]=[C:14]([NH:16][C:3]2[NH:8][C:7](=[O:9])[CH:6]=[CH:5][N:4]=2)[CH:13]=[N:12]1. The catalyst class is: 270. (5) Reactant: Cl[C:2]1[N:7]=[N:6][C:5]([N:8]2[CH2:13][CH2:12][C:11]3([CH2:18][CH2:17][N:16]([CH:19]4[CH2:22][CH2:21][CH2:20]4)[CH2:15][CH2:14]3)[CH2:10][CH2:9]2)=[CH:4][CH:3]=1.[CH3:23][S-:24].[Na+]. Product: [CH:19]1([N:16]2[CH2:17][CH2:18][C:11]3([CH2:12][CH2:13][N:8]([C:5]4[N:6]=[N:7][C:2]([S:24][CH3:23])=[CH:3][CH:4]=4)[CH2:9][CH2:10]3)[CH2:14][CH2:15]2)[CH2:22][CH2:21][CH2:20]1. The catalyst class is: 14. (6) Reactant: N#N.[Br:3][C:4]1[CH:11]=[CH:10][C:7]([CH2:8][OH:9])=[C:6]([F:12])[C:5]=1[F:13].CCN(CC)CC.[S:21](Cl)([CH3:24])(=[O:23])=[O:22]. The catalyst class is: 64. Product: [CH3:24][S:21]([O:9][CH2:8][C:7]1[CH:10]=[CH:11][C:4]([Br:3])=[C:5]([F:13])[C:6]=1[F:12])(=[O:23])=[O:22].